From a dataset of Forward reaction prediction with 1.9M reactions from USPTO patents (1976-2016). Predict the product of the given reaction. (1) Given the reactants [NH:1]1[CH2:6][CH2:5][CH:4]([OH:7])[CH2:3][CH2:2]1.Cl[C:9]1[N:14]=[CH:13][C:12]([CH2:15][CH2:16][CH3:17])=[CH:11][N:10]=1.C(=O)([O-])[O-].[K+].[K+].CO.C(Cl)Cl, predict the reaction product. The product is: [CH2:15]([C:12]1[CH:11]=[N:10][C:9]([N:1]2[CH2:6][CH2:5][CH:4]([OH:7])[CH2:3][CH2:2]2)=[N:14][CH:13]=1)[CH2:16][CH3:17]. (2) Given the reactants Br[CH2:2][C:3]1[N:8]([CH2:9][CH2:10][CH3:11])[C:7](=[O:12])[N:6]([CH2:13][C:14]2[CH:19]=[CH:18][C:17]([O:20][CH3:21])=[CH:16][CH:15]=2)[C:5](=[O:22])[C:4]=1[N+:23]([O-:25])=[O:24].[CH:26]1([NH2:31])[CH2:30][CH2:29][CH2:28][CH2:27]1, predict the reaction product. The product is: [CH:26]1([NH:31][CH2:2][C:3]2[N:8]([CH2:9][CH2:10][CH3:11])[C:7](=[O:12])[N:6]([CH2:13][C:14]3[CH:19]=[CH:18][C:17]([O:20][CH3:21])=[CH:16][CH:15]=3)[C:5](=[O:22])[C:4]=2[N+:23]([O-:25])=[O:24])[CH2:30][CH2:29][CH2:28][CH2:27]1. (3) Given the reactants C(OC([NH:8][C@H:9]([C:24]([O:26][CH3:27])=[O:25])[CH2:10][C:11]1[C:19]2[C:14](=[CH:15][CH:16]=[CH:17][CH:18]=2)[N:13]([CH2:20][CH2:21][CH2:22][CH3:23])[CH:12]=1)=O)(C)(C)C.[ClH:28].O1CCOCC1, predict the reaction product. The product is: [ClH:28].[CH2:20]([N:13]1[C:14]2[C:19](=[CH:18][CH:17]=[CH:16][CH:15]=2)[C:11]([CH2:10][C@@H:9]([C:24]([O:26][CH3:27])=[O:25])[NH2:8])=[CH:12]1)[CH2:21][CH2:22][CH3:23]. (4) Given the reactants [O:1]1[C:5]2=[N:6][C:7]3[C:12]([C:13]([NH:14][C:15]4[CH:20]=[CH:19][C:18](/[C:21](=N/O)/[CH3:22])=[CH:17][CH:16]=4)=[C:4]2[CH:3]=[CH:2]1)=[CH:11][CH:10]=[CH:9][CH:8]=3.C[O:26]/N=C(/C1C=CC(NC2C3C(=CC=CC=3)N=C3OC=CC=23)=CC=1)\C.COC1C=C(NS(C)(=O)=O)C=CC=1NC1C2C=CC=CC=2N=C2C=CC=CC=12, predict the reaction product. The product is: [O:1]1[C:5]2=[N:6][C:7]3[C:12]([C:13]([NH:14][C:15]4[CH:20]=[CH:19][C:18]([C:21](=[O:26])[CH3:22])=[CH:17][CH:16]=4)=[C:4]2[CH:3]=[CH:2]1)=[CH:11][CH:10]=[CH:9][CH:8]=3. (5) Given the reactants [CH2:1]([S:8][C:9]1[CH:18]=[C:17]2[C:12]([C:13](Br)=[C:14]([Br:19])[CH:15]=[N:16]2)=[CH:11][CH:10]=1)[C:2]1[CH:7]=[CH:6][CH:5]=[CH:4][CH:3]=1.[Cl:21][C:22]1[CH:27]=[C:26](B(O)O)[C:25]([O:31][CH3:32])=[CH:24][C:23]=1[C:33]1[CH:38]=[CH:37][CH:36]=[C:35]([F:39])[CH:34]=1.[OH-].[K+], predict the reaction product. The product is: [CH2:1]([S:8][C:9]1[CH:18]=[C:17]2[C:12]([C:13]([C:26]3[C:25]([O:31][CH3:32])=[CH:24][C:23]([C:33]4[CH:38]=[CH:37][CH:36]=[C:35]([F:39])[CH:34]=4)=[C:22]([Cl:21])[CH:27]=3)=[C:14]([Br:19])[CH:15]=[N:16]2)=[CH:11][CH:10]=1)[C:2]1[CH:7]=[CH:6][CH:5]=[CH:4][CH:3]=1. (6) Given the reactants Br[CH2:2][C:3]1[CH:10]=[C:9]([C@:11]2([O:29][C@H:28]([CH2:30][O:31]C(=O)C)[C@@H:23]([O:24]C(=O)C)[C@H:18]([O:19]C(=O)C)[C@H:13]2[O:14]C(=O)C)[OH:12])[CH:8]=[CH:7][C:4]=1[C:5]#[N:6].[CH:35]1([C:38]2[CH:43]=[CH:42][C:41](B(O)O)=[CH:40][CH:39]=2)[CH2:37][CH2:36]1.C(=O)([O-])[O-].[K+].[K+].CC(C)=O, predict the reaction product. The product is: [CH:35]1([C:38]2[CH:43]=[CH:42][C:41]([CH2:2][C:3]3[CH:10]=[C:9]([C@:11]4([O:29][C@H:28]([CH2:30][OH:31])[C@@H:23]([OH:24])[C@H:18]([OH:19])[C@H:13]4[OH:14])[OH:12])[CH:8]=[CH:7][C:4]=3[C:5]#[N:6])=[CH:40][CH:39]=2)[CH2:37][CH2:36]1. (7) Given the reactants [Cl:1][C:2]1[CH:34]=[CH:33][CH:32]=[C:31]([Cl:35])[C:3]=1[C:4]([NH:6][C@H:7]([C:27]([O:29]C)=[O:28])[CH2:8][C:9]1[CH:14]=[CH:13][C:12]([C:15]2[CH2:16][CH2:17][N:18]([C:21]3[CH:26]=[CH:25][CH:24]=[CH:23][CH:22]=3)[CH2:19][CH:20]=2)=[CH:11][CH:10]=1)=[O:5].[OH-].[Li+].O, predict the reaction product. The product is: [Cl:1][C:2]1[CH:34]=[CH:33][CH:32]=[C:31]([Cl:35])[C:3]=1[C:4]([NH:6][C@H:7]([C:27]([OH:29])=[O:28])[CH2:8][C:9]1[CH:14]=[CH:13][C:12]([C:15]2[CH2:20][CH2:19][N:18]([C:21]3[CH:26]=[CH:25][CH:24]=[CH:23][CH:22]=3)[CH2:17][CH:16]=2)=[CH:11][CH:10]=1)=[O:5]. (8) Given the reactants [Br:1][C:2]1[CH:7]=[CH:6][C:5]([NH:8][C:9](=[O:26])[C:10]2[CH:15]=[C:14]([N+:16]([O-])=O)[C:13]([NH:19][CH3:20])=[N:12][C:11]=2[O:21][CH2:22][CH:23]([F:25])[F:24])=[CH:4][CH:3]=1, predict the reaction product. The product is: [NH2:16][C:14]1[C:13]([NH:19][CH3:20])=[N:12][C:11]([O:21][CH2:22][CH:23]([F:25])[F:24])=[C:10]([CH:15]=1)[C:9]([NH:8][C:5]1[CH:4]=[CH:3][C:2]([Br:1])=[CH:7][CH:6]=1)=[O:26]. (9) Given the reactants [CH3:1][N:2]1[N:6]2[C:7](=[O:13])[C:8]([CH3:12])=[C:9]([CH3:11])[N:10]=[C:5]2[C:4]([C:14]([OH:16])=O)=[CH:3]1.F[P-](F)(F)(F)(F)F.N1(O[P+](N(C)C)(N(C)C)N(C)C)C2C=CC=CC=2N=N1.Cl.[NH2:45][C@@H:46]([C:51]1[CH:56]=[CH:55][C:54]([O:57][C:58]([F:61])([F:60])[F:59])=[C:53]([F:62])[CH:52]=1)[C:47]([CH3:50])([OH:49])[CH3:48].C(=O)([O-])O.[Na+], predict the reaction product. The product is: [F:62][C:53]1[CH:52]=[C:51]([C@H:46]([NH:45][C:14]([C:4]2[C:5]3=[N:10][C:9]([CH3:11])=[C:8]([CH3:12])[C:7](=[O:13])[N:6]3[N:2]([CH3:1])[CH:3]=2)=[O:16])[C:47]([OH:49])([CH3:50])[CH3:48])[CH:56]=[CH:55][C:54]=1[O:57][C:58]([F:61])([F:60])[F:59]. (10) Given the reactants [ClH:1].C(OC(=O)[NH:8][C:9]([C:12]1[O:16][N:15]=[C:14]([CH:17]2[CH2:22][CH:21]([C:23]3[CH:28]=[CH:27][C:26]([C:29]([F:32])([F:31])[F:30])=[CH:25][CH:24]=3)[CH2:20][N:19]([C:33]([N:35]3[CH2:40][CH2:39][O:38][CH2:37][CH2:36]3)=[O:34])[CH2:18]2)[N:13]=1)([CH3:11])[CH3:10])(C)(C)C, predict the reaction product. The product is: [ClH:1].[NH2:8][C:9]([C:12]1[O:16][N:15]=[C:14]([CH:17]2[CH2:22][CH:21]([C:23]3[CH:28]=[CH:27][C:26]([C:29]([F:31])([F:32])[F:30])=[CH:25][CH:24]=3)[CH2:20][N:19]([C:33]([N:35]3[CH2:40][CH2:39][O:38][CH2:37][CH2:36]3)=[O:34])[CH2:18]2)[N:13]=1)([CH3:11])[CH3:10].